This data is from Forward reaction prediction with 1.9M reactions from USPTO patents (1976-2016). The task is: Predict the product of the given reaction. Given the reactants [CH3:1][C:2]1[CH:16]=[C:5]2[C:6](=[O:15])[N:4]3[N:3]=[C:2]([CH3:1])[CH:16]=[C:5]3[C:6](=[O:15])[N:4]2[N:3]=1.[Cl:17][C:18]1[CH:24]=[C:23]([F:25])[CH:22]=[CH:21][C:19]=1[NH2:20].CCCC(C)C, predict the reaction product. The product is: [Cl:17][C:18]1[CH:24]=[C:23]([F:25])[CH:22]=[CH:21][C:19]=1[NH:20][C:6]([C:5]1[CH:16]=[C:2]([CH3:1])[NH:3][N:4]=1)=[O:15].